Dataset: Reaction yield outcomes from USPTO patents with 853,638 reactions. Task: Predict the reaction yield, written as a fraction of the theoretical maximum amount of product (1.0 means a 100% yield; for example, 0.34 means a 34% yield). The reactants are [C-]#N.[Na+].C1(C)C=CC=CC=1.C[NH:12][CH2:13][CH2:14]NC.BrC1[CH:19]=[C:20]([CH3:25])[CH:21]=[C:22]([CH3:24])[CH:23]=1. The catalyst is N. The product is [CH3:25][C:20]1[CH:19]=[C:14]([CH:23]=[C:22]([CH3:24])[CH:21]=1)[C:13]#[N:12]. The yield is 0.900.